This data is from Catalyst prediction with 721,799 reactions and 888 catalyst types from USPTO. The task is: Predict which catalyst facilitates the given reaction. (1) Reactant: C1C=C(Cl)C=C(C(OO)=[O:9])C=1.[C:12]([O:16][C:17]([N:19]1[CH2:24][CH2:23][CH:22]([NH:25][C:26]2[N:31]=[C:30]3[NH:32][N:33]=[C:34]([C:35]4[CH:40]=[CH:39][N:38]=[C:37]([S:41][CH3:42])[N:36]=4)[C:29]3=[CH:28][N:27]=2)[CH2:21][CH2:20]1)=[O:18])([CH3:15])([CH3:14])[CH3:13]. Product: [C:12]([O:16][C:17]([N:19]1[CH2:24][CH2:23][CH:22]([NH:25][C:26]2[N:31]=[C:30]3[NH:32][N:33]=[C:34]([C:35]4[CH:40]=[CH:39][N:38]=[C:37]([S:41]([CH3:42])=[O:9])[N:36]=4)[C:29]3=[CH:28][N:27]=2)[CH2:21][CH2:20]1)=[O:18])([CH3:15])([CH3:14])[CH3:13]. The catalyst class is: 98. (2) Reactant: C(O)(C(F)(F)F)=O.[CH3:8][N:9]1[C:13]2[C:14]([CH3:51])=[CH:15][C:16]([C:18]([C:20]3[CH:25]=[C:24]([N:26](C)[C:27](=O)OC(C)(C)C)[N:23]=[C:22]([N:35]4[CH2:40][CH2:39][CH:38]([N:41]5[C:49]6[C:44](=[N:45][CH:46]=[CH:47][CH:48]=6)[NH:43][C:42]5=[O:50])[CH2:37][CH2:36]4)[CH:21]=3)=[O:19])=[CH:17][C:12]=2[O:11][C:10]1=[O:52]. Product: [CH3:8][N:9]1[C:13]2[C:14]([CH3:51])=[CH:15][C:16]([C:18]([C:20]3[CH:25]=[C:24]([NH:26][CH3:27])[N:23]=[C:22]([N:35]4[CH2:40][CH2:39][CH:38]([N:41]5[C:49]6[C:44](=[N:45][CH:46]=[CH:47][CH:48]=6)[NH:43][C:42]5=[O:50])[CH2:37][CH2:36]4)[CH:21]=3)=[O:19])=[CH:17][C:12]=2[O:11][C:10]1=[O:52]. The catalyst class is: 2. (3) Reactant: [O:1]=[C:2]1[CH:7]([NH:8][C:9]([O:11]CC2C=CC=CC=2)=O)[CH2:6][CH:5]([O:19][C:20](=[O:22])[CH3:21])[C:4](=[O:23])[NH:3]1.C[C:25]1[CH:35]=[CH:34][CH:33]=[C:27]2[C:28](O[C:31](=O)[C:26]=12)=[O:29]. Product: [CH3:31][C:26]1[CH:25]=[CH:35][CH:34]=[C:33]2[C:27]=1[C:28](=[O:29])[N:8]([CH:7]1[CH2:6][CH:5]([O:19][C:20](=[O:22])[CH3:21])[C:4](=[O:23])[NH:3][C:2]1=[O:1])[C:9]2=[O:11]. The catalyst class is: 285.